Dataset: Reaction yield outcomes from USPTO patents with 853,638 reactions. Task: Predict the reaction yield, written as a fraction of the theoretical maximum amount of product (1.0 means a 100% yield; for example, 0.34 means a 34% yield). (1) The reactants are [O:1]1[CH2:6][CH2:5][N:4]([C:7]2[CH:13]=[CH:12][C:10]([NH2:11])=[CH:9][CH:8]=2)[CH2:3][CH2:2]1.[Cl:14][C:15]1[CH:20]=[N:19][CH:18]=[C:17](Cl)[N:16]=1. No catalyst specified. The product is [Cl:14][C:15]1[N:16]=[C:17]([NH:11][C:10]2[CH:12]=[CH:13][C:7]([N:4]3[CH2:3][CH2:2][O:1][CH2:6][CH2:5]3)=[CH:8][CH:9]=2)[CH:18]=[N:19][CH:20]=1. The yield is 0.370. (2) The reactants are [CH3:1][O:2][C:3]([C:5]1[CH:14]=[C:13](OS(C(F)(F)F)(=O)=O)[C:12]2[C:7](=[C:8]([O:23][CH2:24][C:25]3[CH:30]=[CH:29][CH:28]=[CH:27][CH:26]=3)[CH:9]=[CH:10][CH:11]=2)[N:6]=1)=[O:4].[C:31]1([C:37]#C)[CH:36]=[CH:35][CH:34]=[CH:33][CH:32]=1. No catalyst specified. The product is [CH3:1][O:2][C:3]([C:5]1[CH:14]=[C:13]([C:12]#[C:13][CH2:14][CH2:5][CH2:3][O:2][CH2:37][C:31]2[CH:32]=[CH:33][CH:34]=[CH:35][CH:36]=2)[C:12]2[C:7](=[C:8]([O:23][CH2:24][C:25]3[CH:30]=[CH:29][CH:28]=[CH:27][CH:26]=3)[CH:9]=[CH:10][CH:11]=2)[N:6]=1)=[O:4]. The yield is 0.840. (3) The yield is 0.410. The reactants are [Cl:1]/[CH:2]=[CH:3]\Cl.[CH2:5]([C:8]1[C:16]2[C:11](=[CH:12][CH:13]=[CH:14][CH:15]=2)[NH:10][CH:9]=1)C=C. The catalyst is C1C=CC=CC=1. The product is [Cl:1]/[CH:2]=[CH:3]\[CH2:5][C:8]1[C:16]2[C:11](=[CH:12][CH:13]=[CH:14][CH:15]=2)[NH:10][CH:9]=1. (4) The reactants are [C:1]([O:5][C:6](=[O:48])[CH2:7][C@H:8]([NH:30]C(OCC1C2C=CC=CC=2C2C1=CC=CC=2)=O)[C:9]([NH:11][C:12]1[CH:17]=[CH:16][C:15]([O:18][CH2:19][CH2:20][CH2:21][NH:22][C:23]([O:25][C:26]([CH3:29])([CH3:28])[CH3:27])=[O:24])=[CH:14][CH:13]=1)=[O:10])([CH3:4])([CH3:3])[CH3:2].N1CCCCC1. The catalyst is C1COCC1.C(OCC)(=O)C. The product is [C:1]([O:5][C:6](=[O:48])[CH2:7][C@H:8]([NH2:30])[C:9]([NH:11][C:12]1[CH:17]=[CH:16][C:15]([O:18][CH2:19][CH2:20][CH2:21][NH:22][C:23]([O:25][C:26]([CH3:29])([CH3:28])[CH3:27])=[O:24])=[CH:14][CH:13]=1)=[O:10])([CH3:2])([CH3:4])[CH3:3]. The yield is 0.810. (5) The reactants are [N:1]1[CH:6]=[CH:5][CH:4]=[CH:3][C:2]=1[NH:7][C:8](=[O:13])[C:9]([CH3:12])([CH3:11])[CH3:10].[Li]CCCC.CON(C)[C:22](=[O:24])[CH3:23]. The catalyst is C1COCC1. The product is [C:22]([C:3]1[C:2]([NH:7][C:8](=[O:13])[C:9]([CH3:10])([CH3:12])[CH3:11])=[N:1][CH:6]=[CH:5][CH:4]=1)(=[O:24])[CH3:23]. The yield is 0.650. (6) The reactants are [Br:1][C:2]1[CH:11]=[CH:10][C:5]2=[N+:6]([O-])[O:7][N:8]=[C:4]2[CH:3]=1.P(OCC)(OCC)OCC. The catalyst is C(O)C.CCCCCC. The product is [Br:1][C:2]1[CH:11]=[CH:10][C:5]2=[N:6][O:7][N:8]=[C:4]2[CH:3]=1. The yield is 0.710. (7) The reactants are COC1C=CC(P2(SP(C3C=CC(OC)=CC=3)(=S)S2)=[S:10])=CC=1.[Br:23][C:24]1[CH:33]=[C:32]2[C:27]([CH2:28][C:29]([CH3:46])([CH3:45])[CH2:30][C:31]32[C:37](=[O:38])[N:36]([CH2:39][C:40]([F:43])([F:42])[F:41])[C:35](=O)[NH:34]3)=[CH:26][CH:25]=1. The catalyst is O1CCOCC1. The product is [Br:23][C:24]1[CH:33]=[C:32]2[C:27]([CH2:28][C:29]([CH3:46])([CH3:45])[CH2:30][C:31]32[C:37](=[O:38])[N:36]([CH2:39][C:40]([F:43])([F:42])[F:41])[C:35](=[S:10])[NH:34]3)=[CH:26][CH:25]=1. The yield is 0.260.